Dataset: Full USPTO retrosynthesis dataset with 1.9M reactions from patents (1976-2016). Task: Predict the reactants needed to synthesize the given product. (1) Given the product [F:1][C:2]1[CH:7]=[CH:6][C:5]([C:8]2[CH:13]=[C:12]([CH3:14])[N:11]=[CH:10][C:9]=2[N:15]([CH3:35])[C:16](=[O:34])[C:17]2[CH:18]=[C:19]([C:30]([F:33])([F:32])[F:31])[CH:20]=[C:21]([SH:23])[CH:22]=2)=[C:4]([O:36][CH3:37])[CH:3]=1, predict the reactants needed to synthesize it. The reactants are: [F:1][C:2]1[CH:7]=[CH:6][C:5]([C:8]2[CH:13]=[C:12]([CH3:14])[N:11]=[CH:10][C:9]=2[N:15]([CH3:35])[C:16](=[O:34])[C:17]2[CH:22]=[C:21]([S:23]CC[Si](C)(C)C)[CH:20]=[C:19]([C:30]([F:33])([F:32])[F:31])[CH:18]=2)=[C:4]([O:36][CH3:37])[CH:3]=1.[F-].C([N+](CCCC)(CCCC)CCCC)CCC.C(O)(=O)CC(CC(O)=O)(C(O)=O)O.CCOC(C)=O. (2) Given the product [CH3:1][O:2][C:3](=[O:26])[C:4]1[CH:9]=[C:8]([C:10]2[O:11][CH:12]=[CH:13][N:14]=2)[CH:7]=[C:6]([N:15]([CH2:31][CH:30]=[CH2:29])[C:16]([O:18][CH2:19][C:20]2[CH:25]=[CH:24][CH:23]=[CH:22][CH:21]=2)=[O:17])[CH:5]=1, predict the reactants needed to synthesize it. The reactants are: [CH3:1][O:2][C:3](=[O:26])[C:4]1[CH:9]=[C:8]([C:10]2[O:11][CH:12]=[CH:13][N:14]=2)[CH:7]=[C:6]([NH:15][C:16]([O:18][CH2:19][C:20]2[CH:25]=[CH:24][CH:23]=[CH:22][CH:21]=2)=[O:17])[CH:5]=1.[H-].[Na+].[CH2:29](Br)[CH:30]=[CH2:31]. (3) Given the product [I:62][CH2:14][C@H:12]1[O:13][C@@H:8]([C:7]2[CH:6]=[CH:5][N:4]=[CH:3][C:2]=2[NH2:1])[CH2:9][C@@H:10]([O:27][Si:28]([CH:35]([CH3:37])[CH3:36])([CH:32]([CH3:34])[CH3:33])[CH:29]([CH3:31])[CH3:30])[C@@H:11]1[O:16][Si:17]([CH:24]([CH3:26])[CH3:25])([CH:21]([CH3:23])[CH3:22])[CH:18]([CH3:20])[CH3:19], predict the reactants needed to synthesize it. The reactants are: [NH2:1][C:2]1[CH:3]=[N:4][CH:5]=[CH:6][C:7]=1[C@@H:8]1[O:13][C@H:12]([CH2:14]O)[C@@H:11]([O:16][Si:17]([CH:24]([CH3:26])[CH3:25])([CH:21]([CH3:23])[CH3:22])[CH:18]([CH3:20])[CH3:19])[C@H:10]([O:27][Si:28]([CH:35]([CH3:37])[CH3:36])([CH:32]([CH3:34])[CH3:33])[CH:29]([CH3:31])[CH3:30])[CH2:9]1.N1C=CN=C1.C1(P(C2C=CC=CC=2)C2C=CC=CC=2)C=CC=CC=1.[I:62]I. (4) Given the product [NH2:44][C:41]1[N:42]=[CH:43][C:38]([C:35]2[CH:36]=[CH:37][C:32]([C:27]3[CH:28]=[CH:29][CH:30]=[CH:31][C:26]=3[NH:25][S:7]([NH2:10])(=[O:9])=[O:8])=[CH:33][C:34]=2[F:45])=[N:39][CH:40]=1, predict the reactants needed to synthesize it. The reactants are: C(O)(C)(C)C.Cl[S:7]([N:10]=C=O)(=[O:9])=[O:8].C(OC(NS(Cl)(=O)=O)=O)(C)(C)C.[NH2:25][C:26]1[CH:31]=[CH:30][CH:29]=[CH:28][C:27]=1[C:32]1[CH:37]=[CH:36][C:35]([C:38]2[N:39]=[CH:40][C:41]([NH2:44])=[N:42][CH:43]=2)=[C:34]([F:45])[CH:33]=1.C(N(CC)CC)C. (5) Given the product [CH2:1]([O:3][C:4](=[O:10])[CH2:5][N:6]([CH:7]1[CH2:9][CH2:8]1)[C:18](=[O:19])[C:17]1[CH:21]=[CH:22][C:14]([O:13][C:12]([F:11])([F:23])[F:24])=[CH:15][CH:16]=1)[CH3:2], predict the reactants needed to synthesize it. The reactants are: [CH2:1]([O:3][C:4](=[O:10])[CH2:5][NH:6][CH:7]1[CH2:9][CH2:8]1)[CH3:2].[F:11][C:12]([F:24])([F:23])[O:13][C:14]1[CH:22]=[CH:21][C:17]([C:18](Cl)=[O:19])=[CH:16][CH:15]=1. (6) Given the product [F:1][C:2]1[CH:3]=[CH:4][C:5]([CH2:6][N:7]2[C:19](=[O:20])[C:18]3[C:17]([OH:21])=[C:16]4[C:11]([CH:12]=[CH:13][CH:14]=[N:15]4)=[C:10]([O:32][CH3:33])[C:9]=3[C:8]2([OH:40])[C:34]2[CH:39]=[CH:38][CH:37]=[CH:36][CH:35]=2)=[CH:41][CH:42]=1, predict the reactants needed to synthesize it. The reactants are: [F:1][C:2]1[CH:42]=[CH:41][C:5]([CH2:6][N:7]2[C:19](=[O:20])[C:18]3[C:17]([O:21][Si](C(C)C)(C(C)C)C(C)C)=[C:16]4[C:11]([CH:12]=[CH:13][CH:14]=[N:15]4)=[C:10]([O:32][CH3:33])[C:9]=3[C:8]2([OH:40])[C:34]2[CH:39]=[CH:38][CH:37]=[CH:36][CH:35]=2)=[CH:4][CH:3]=1.[F-].C([N+](CCCC)(CCCC)CCCC)CCC.